Dataset: Forward reaction prediction with 1.9M reactions from USPTO patents (1976-2016). Task: Predict the product of the given reaction. (1) Given the reactants C(OC([N:8]1[CH2:13][CH2:12][CH:11]([C:14]2[C:22]3[C:17](=[CH:18][CH:19]=[C:20]([Cl:23])[CH:21]=3)[NH:16][C:15]=2[CH3:24])[CH2:10][CH2:9]1)=O)(C)(C)C.C(O)(C(F)(F)F)=O.C(Cl)Cl, predict the reaction product. The product is: [Cl:23][C:20]1[CH:21]=[C:22]2[C:17](=[CH:18][CH:19]=1)[NH:16][C:15]([CH3:24])=[C:14]2[CH:11]1[CH2:12][CH2:13][NH:8][CH2:9][CH2:10]1. (2) Given the reactants [NH2:1][C:2]1[N:7]=[C:6](Cl)[CH:5]=[C:4]([Cl:9])[N:3]=1.[C:10]1(B(O)O)[CH:15]=[CH:14][CH:13]=[CH:12][CH:11]=1.C([O-])([O-])=O.[K+].[K+], predict the reaction product. The product is: [Cl:9][C:4]1[CH:5]=[C:6]([C:10]2[CH:15]=[CH:14][CH:13]=[CH:12][CH:11]=2)[N:7]=[C:2]([NH2:1])[N:3]=1.